The task is: Predict the reactants needed to synthesize the given product.. This data is from Full USPTO retrosynthesis dataset with 1.9M reactions from patents (1976-2016). (1) Given the product [CH2:1]([O:8][C:9](=[O:21])[C:10]1[C:11]([F:20])=[C:12]([F:19])[C:13]([N:38]2[CH2:39][CH2:40][C@H:36]([NH:35][C:34]([O:33][C:29]([CH3:32])([CH3:31])[CH3:30])=[O:41])[CH2:37]2)=[C:14]([F:17])[C:15]=1[F:16])[C:2]1[CH:3]=[CH:4][CH:5]=[CH:6][CH:7]=1, predict the reactants needed to synthesize it. The reactants are: [CH2:1]([O:8][C:9](=[O:21])[C:10]1[C:15]([F:16])=[C:14]([F:17])[C:13](F)=[C:12]([F:19])[C:11]=1[F:20])[C:2]1[CH:7]=[CH:6][CH:5]=[CH:4][CH:3]=1.C(N(CC)CC)C.[C:29]([O:33][C:34](=[O:41])[NH:35][C@H:36]1[CH2:40][CH2:39][NH:38][CH2:37]1)([CH3:32])([CH3:31])[CH3:30]. (2) Given the product [Cl:1][C:2]1[CH:7]=[CH:6][C:5]([NH:8][C:9](=[O:11])[CH3:10])=[C:4]([F:12])[C:3]=1[CH2:13][OH:14], predict the reactants needed to synthesize it. The reactants are: [Cl:1][C:2]1[CH:7]=[CH:6][C:5]([NH:8][C:9](=[O:11])[CH3:10])=[C:4]([F:12])[C:3]=1[CH:13]=[O:14].[BH4-].[Na+]. (3) The reactants are: [F-].C([N+](CCCC)(CCCC)CCCC)CCC.[CH2:19]([N:26]([C@@H:37]1[CH2:42][CH2:41][N:40]([CH2:43][CH2:44][O:45][Si](C(C)(C)C)(C)C)[CH2:39][C@H:38]1[F:53])[C:27](=[O:36])[O:28][CH2:29][C:30]1[CH:35]=[CH:34][CH:33]=[CH:32][CH:31]=1)[C:20]1[CH:25]=[CH:24][CH:23]=[CH:22][CH:21]=1. Given the product [CH2:19]([N:26]([CH:37]1[CH2:42][CH2:41][N:40]([CH2:43][CH2:44][OH:45])[CH2:39][CH:38]1[F:53])[C:27](=[O:36])[O:28][CH2:29][C:30]1[CH:35]=[CH:34][CH:33]=[CH:32][CH:31]=1)[C:20]1[CH:25]=[CH:24][CH:23]=[CH:22][CH:21]=1, predict the reactants needed to synthesize it. (4) Given the product [CH2:17]([C@H:9]([CH2:10][CH:11]([CH3:16])[CH2:12][CH2:13][CH:14]=[CH2:15])[C@H:8]([NH:18][C:19](=[O:25])[O:20][C:21]([CH3:24])([CH3:23])[CH3:22])[C:7]([N:5]1[CH2:6][C@H:2]([OH:1])[CH2:3][C@H:4]1[C:27](=[O:44])[NH:28][C@:29]1([C:34](=[O:43])[NH:35][S:36]([C:39]2([CH3:42])[CH2:40][CH2:41]2)(=[O:38])=[O:37])[CH2:31][C@H:30]1[CH:32]=[CH2:33])=[O:26])[CH3:45], predict the reactants needed to synthesize it. The reactants are: [OH:1][C@H:2]1[CH2:6][N:5]([C:7](=[O:26])[C@@H:8]([NH:18][C:19](=[O:25])[O:20][C:21]([CH3:24])([CH3:23])[CH3:22])[C@H:9]([CH3:17])[CH2:10][CH:11]([CH3:16])[CH2:12][CH2:13][CH:14]=[CH2:15])[C@H:4]([C:27](=[O:44])[NH:28][C@:29]2([C:34](=[O:43])[NH:35][S:36]([C:39]3([CH3:42])[CH2:41][CH2:40]3)(=[O:38])=[O:37])[CH2:31][C@H:30]2[CH:32]=[CH2:33])[CH2:3]1.[C:45](OC(N[C@@H]([C@H](CC)CC(C)CCC=C)C(N1C[C@H](O)C[C@H]1C(O)=O)=O)=O)(C)(C)C.C(OC(NC([C@H](C)CC(C)CCC=C)C(N1C[C@H](O)C[C@H]1C(O)=O)=O)=O)(C)(C)C. (5) Given the product [C:1]([C:5]1[CH:19]=[CH:18][C:8]([O:9][CH2:10][C:11]([O:13][C:14]([CH3:15])([CH3:16])[CH3:17])=[O:12])=[C:7]([CH:20]=[O:30])[CH:6]=1)([CH3:4])([CH3:2])[CH3:3], predict the reactants needed to synthesize it. The reactants are: [C:1]([C:5]1[CH:19]=[CH:18][C:8]([O:9][CH2:10][C:11]([O:13][C:14]([CH3:17])([CH3:16])[CH3:15])=[O:12])=[C:7]([CH2:20]N2CCCCC2)[CH:6]=1)([CH3:4])([CH3:3])[CH3:2].FC(F)(F)C(O)=[O:30]. (6) Given the product [F:1][C:2]([C:5]1[CH:9]=[C:8]([NH:10][C:11]([NH:41][C:40]2[CH:42]=[CH:43][CH:44]=[C:38]([S:37][C:25]3[C:24]4[C:29](=[CH:30][C:31]([O:32][CH2:33][CH2:34][O:35][CH3:36])=[C:22]([O:21][CH3:20])[CH:23]=4)[N:28]=[CH:27][N:26]=3)[CH:39]=2)=[O:19])[O:7][N:6]=1)([CH3:3])[CH3:4], predict the reactants needed to synthesize it. The reactants are: [F:1][C:2]([C:5]1[CH:9]=[C:8]([NH:10][C:11](=[O:19])OC2C=CC=CC=2)[O:7][N:6]=1)([CH3:4])[CH3:3].[CH3:20][O:21][C:22]1[CH:23]=[C:24]2[C:29](=[CH:30][C:31]=1[O:32][CH2:33][CH2:34][O:35][CH3:36])[N:28]=[CH:27][N:26]=[C:25]2[S:37][C:38]1[CH:39]=[C:40]([CH:42]=[CH:43][CH:44]=1)[NH2:41].C(N(C(C)C)CC)(C)C. (7) Given the product [Cl:34][C:29]1[CH:28]=[CH:27][C:26]([O:25][C@H:22]2[CH2:23][CH2:24][C@H:19]([NH:18][C:15](=[O:17])[CH2:14][CH2:13][CH2:12][C:4]3[NH:3][C:2](=[O:1])[C:11]4[C:6](=[CH:7][CH:8]=[CH:9][CH:10]=4)[N:5]=3)[CH2:20][CH2:21]2)=[CH:33][C:30]=1[C:31]#[N:32], predict the reactants needed to synthesize it. The reactants are: [O:1]=[C:2]1[C:11]2[C:6](=[CH:7][CH:8]=[CH:9][CH:10]=2)[N:5]=[C:4]([CH2:12][CH2:13][CH2:14][C:15]([OH:17])=O)[NH:3]1.[NH2:18][C@H:19]1[CH2:24][CH2:23][C@H:22]([O:25][C:26]2[CH:27]=[CH:28][C:29]([Cl:34])=[C:30]([CH:33]=2)[C:31]#[N:32])[CH2:21][CH2:20]1. (8) Given the product [CH:55]1([N:62]2[CH2:63][CH2:64][N:65]([C:68]([O:17][CH:11]3[C:12]([CH3:15])([OH:16])[CH2:13][CH2:14][CH:2]([OH:1])[CH2:3][C:4]([O:6][CH:7](/[C:19](/[CH3:36])=[CH:20]/[CH:21]=[CH:22]/[C:23]([CH3:34])([OH:35])[CH2:24][CH:25]4[O:33][CH:26]4[CH:27]([CH3:32])[CH:28]([OH:31])[CH2:29][CH3:30])[CH:8]([CH3:18])[CH:9]=[CH:10]3)=[O:5])=[O:69])[CH2:66][CH2:67]2)[CH2:61][CH2:60][CH2:59][CH2:58][CH2:57][CH2:56]1, predict the reactants needed to synthesize it. The reactants are: [OH:1][CH:2]1[CH2:14][CH2:13][C:12]([OH:16])([CH3:15])[CH:11]([OH:17])[CH:10]=[CH:9][CH:8]([CH3:18])[CH:7](/[C:19](/[CH3:36])=[CH:20]/[CH:21]=[CH:22]/[C:23]([OH:35])([CH3:34])[CH2:24][CH:25]2[O:33][CH:26]2[CH:27]([CH3:32])[CH:28]([OH:31])[CH2:29][CH3:30])[O:6][C:4](=[O:5])[CH2:3]1.C([Sn](=O)CCCCCCCC)CCCCCCC.[CH:55]1([N:62]2[CH2:67][CH2:66][N:65]([C:68](Cl)=[O:69])[CH2:64][CH2:63]2)[CH2:61][CH2:60][CH2:59][CH2:58][CH2:57][CH2:56]1.